From a dataset of Reaction yield outcomes from USPTO patents with 853,638 reactions. Predict the reaction yield, written as a fraction of the theoretical maximum amount of product (1.0 means a 100% yield; for example, 0.34 means a 34% yield). (1) The reactants are [OH:1][CH2:2][CH2:3][NH:4][C:5]([N:7]1[CH2:12][CH2:11][CH:10]([C:13]2[CH:18]=[CH:17][C:16]([NH:19][C:20]([C:22]3[N:23](COCC[Si](C)(C)C)[CH:24]=[C:25]([C:27]#[N:28])[N:26]=3)=[O:21])=[C:15]([C:37]3[CH2:42][CH2:41][CH2:40][CH2:39][CH:38]=3)[CH:14]=2)[CH2:9][CH2:8]1)=[O:6].CCO.C(O)(C(F)(F)F)=O. The catalyst is C(Cl)Cl. The product is [OH:1][CH2:2][CH2:3][NH:4][C:5]([N:7]1[CH2:12][CH2:11][CH:10]([C:13]2[CH:18]=[CH:17][C:16]([NH:19][C:20]([C:22]3[NH:23][CH:24]=[C:25]([C:27]#[N:28])[N:26]=3)=[O:21])=[C:15]([C:37]3[CH2:42][CH2:41][CH2:40][CH2:39][CH:38]=3)[CH:14]=2)[CH2:9][CH2:8]1)=[O:6]. The yield is 0.920. (2) The reactants are [C:1]([Cu])#[N:2].[CH2:4]([C:11]1([CH3:29])[N:16]([CH3:17])[C:15](=[O:18])[C:14](=[CH:19][C:20]2[CH:25]=[CH:24][CH:23]=[CH:22][C:21]=2Br)[N:13]([CH3:27])[C:12]1=[O:28])[C:5]1[CH:10]=[CH:9][CH:8]=[CH:7][CH:6]=1.C(OCC)(=O)C. The catalyst is CN1CCCC1.C(OC)(C)(C)C. The product is [CH2:4]([C:11]1([CH3:29])[C:12](=[O:28])[N:13]([CH3:27])[C:14](=[CH:19][C:20]2[CH:25]=[CH:24][CH:23]=[CH:22][C:21]=2[C:1]#[N:2])[C:15](=[O:18])[N:16]1[CH3:17])[C:5]1[CH:10]=[CH:9][CH:8]=[CH:7][CH:6]=1. The yield is 0.610.